Dataset: Forward reaction prediction with 1.9M reactions from USPTO patents (1976-2016). Task: Predict the product of the given reaction. Given the reactants C(=O)([O-])[O-].[Na+].[Na+].[CH3:7][N:8]1[CH:12]=[CH:11][CH:10]=[C:9]1B1OC(C)(C)C(C)(C)O1.Br[C:23]1[CH:35]=[CH:34][C:26]([C:27]([O:29][C:30]([CH3:33])([CH3:32])[CH3:31])=[O:28])=[C:25]([NH:36][C:37]([C:39]2[CH:40]=[N:41][CH:42]=[C:43]([C:45]3[CH:50]=[CH:49][CH:48]=[CH:47][CH:46]=3)[CH:44]=2)=[O:38])[CH:24]=1.C(O)(=O)CC(CC(O)=O)(C(O)=O)O, predict the reaction product. The product is: [CH3:7][N:8]1[CH:12]=[CH:11][CH:10]=[C:9]1[C:23]1[CH:35]=[CH:34][C:26]([C:27]([O:29][C:30]([CH3:32])([CH3:31])[CH3:33])=[O:28])=[C:25]([NH:36][C:37]([C:39]2[CH:40]=[N:41][CH:42]=[C:43]([C:45]3[CH:50]=[CH:49][CH:48]=[CH:47][CH:46]=3)[CH:44]=2)=[O:38])[CH:24]=1.